Dataset: Reaction yield outcomes from USPTO patents with 853,638 reactions. Task: Predict the reaction yield, written as a fraction of the theoretical maximum amount of product (1.0 means a 100% yield; for example, 0.34 means a 34% yield). (1) The reactants are C[O:2][C:3]([C:5]1[NH:6][C:7]2[C:12]([CH:13]=1)=[CH:11][C:10]([CH2:14][O:15]C(=O)C)=[CH:9][C:8]=2[N+:19]([O-:21])=[O:20])=[O:4].O.[OH-].[Li+]. The catalyst is O1CCCC1.CO.O. The product is [OH:15][CH2:14][C:10]1[CH:11]=[C:12]2[C:7](=[C:8]([N+:19]([O-:21])=[O:20])[CH:9]=1)[NH:6][C:5]([C:3]([OH:4])=[O:2])=[CH:13]2. The yield is 0.810. (2) The reactants are [NH:1]([C:8]1[N:9]([C:21]2[CH:26]=[CH:25][CH:24]=[CH:23][CH:22]=2)[C:10]2[C:15]([C:16](=[O:18])[CH:17]=1)=[C:14](Cl)[N:13]=[C:12]([CH3:20])[CH:11]=2)[C:2]1[CH:7]=[CH:6][CH:5]=[CH:4][CH:3]=1.[CH3:27][NH:28][CH3:29]. The catalyst is O1CCOCC1. The product is [NH:1]([C:8]1[N:9]([C:21]2[CH:26]=[CH:25][CH:24]=[CH:23][CH:22]=2)[C:10]2[C:15]([C:16](=[O:18])[CH:17]=1)=[C:14]([N:28]([CH3:29])[CH3:27])[N:13]=[C:12]([CH3:20])[CH:11]=2)[C:2]1[CH:7]=[CH:6][CH:5]=[CH:4][CH:3]=1. The yield is 0.910. (3) The reactants are [CH2:1]([O:3][C:4]([C:6]1[CH:15]=[C:14]2[C:9]([CH:10]=[CH:11][CH:12]=[N+:13]2[O-])=[CH:8][CH:7]=1)=[O:5])[CH3:2].FC(F)(F)S(OS(C(F)(F)F)(=O)=O)(=O)=O.[CH3:32][NH2:33].O1CCCC1. The catalyst is ClCCl. The product is [CH3:32][NH:33][C:12]1[CH:11]=[CH:10][C:9]2[C:14](=[CH:15][C:6]([C:4]([O:3][CH2:1][CH3:2])=[O:5])=[CH:7][CH:8]=2)[N:13]=1. The yield is 0.410. (4) The reactants are [Cl:1][C:2]1[CH:3]=[N:4][C:5]2[NH:6][C:7]3[CH:8]=[N:9][CH:10]=[C:11]([CH:25]=3)[CH2:12][CH2:13][C:14]3[CH:22]=[C:18]([NH:19][C:20]=1[N:21]=2)[CH:17]=[CH:16][C:15]=3[O:23]C.B(Br)(Br)Br.C(=O)(O)[O-].[Na+]. The catalyst is C(Cl)Cl.O. The product is [Cl:1][C:2]1[CH:3]=[N:4][C:5]2[NH:6][C:7]3[CH:8]=[N:9][CH:10]=[C:11]([CH:25]=3)[CH2:12][CH2:13][C:14]3[CH:22]=[C:18]([NH:19][C:20]=1[N:21]=2)[CH:17]=[CH:16][C:15]=3[OH:23]. The yield is 0.960. (5) The catalyst is C1COCC1. The yield is 0.460. The reactants are Br[CH2:2][CH2:3][C:4]1[C:9]([F:10])=[C:8]([F:11])[CH:7]=[CH:6][C:5]=1[CH2:12]Br.[Br:14][C:15]1[CH:23]=[C:22]2[C:18]([CH2:19][CH2:20][C:21]2=[O:24])=[CH:17][CH:16]=1.[H-].[Na+]. The product is [Br:14][C:15]1[CH:23]=[C:22]2[C:18]([CH2:19][C:20]3([C:21]2=[O:24])[CH2:2][CH2:3][C:4]2[C:5](=[CH:6][CH:7]=[C:8]([F:11])[C:9]=2[F:10])[CH2:12]3)=[CH:17][CH:16]=1. (6) The reactants are [N+:1]([O-:4])(O)=[O:2].[Cl:5][C:6]1[C:7]([O:15][CH3:16])=[CH:8][C:9]([F:14])=[C:10]([CH:13]=1)[CH:11]=[O:12]. The product is [Cl:5][C:6]1[C:7]([O:15][CH3:16])=[C:8]([N+:1]([O-:4])=[O:2])[C:9]([F:14])=[C:10]([CH:13]=1)[CH:11]=[O:12]. The yield is 0.410. The catalyst is S(=O)(=O)(O)O. (7) The catalyst is CO.CCOC(C)=O. The product is [C:1]([O:5][C:6](=[O:18])[NH:7][C@H:8]([C:13]1[O:14][CH:15]=[CH:16][CH:17]=1)[C@@H:9]([CH3:12])[CH2:10][OH:11])([CH3:2])([CH3:3])[CH3:4]. The yield is 0.200. The reactants are [C:1]([O:5][C:6](=[O:18])[NH:7][C@H:8]([C:13]1[O:14][CH:15]=[CH:16][CH:17]=1)[C@@H:9]([CH3:12])[CH:10]=[O:11])([CH3:4])([CH3:3])[CH3:2].[BH4-].[Na+].